Dataset: Reaction yield outcomes from USPTO patents with 853,638 reactions. Task: Predict the reaction yield, written as a fraction of the theoretical maximum amount of product (1.0 means a 100% yield; for example, 0.34 means a 34% yield). (1) The reactants are [N:1]1[CH:6]=[CH:5][C:4]([OH:7])=[CH:3][CH:2]=1.[CH3:8][O:9][CH2:10][C@H:11](O)[CH3:12].C1(P(C2C=CC=CC=2)C2C=CC=CC=2)C=CC=CC=1.CC(OC(/N=N/C(OC(C)C)=O)=O)C. The catalyst is C1COCC1. The product is [CH3:8][O:9][CH2:10][C@@H:11]([O:7][C:4]1[CH:5]=[CH:6][N:1]=[CH:2][CH:3]=1)[CH3:12]. The yield is 0.870. (2) The reactants are C1(P(C2C=CC=CC=2)CCCP(C2C=CC=CC=2)C2C=CC=CC=2)C=CC=CC=1.C(N(CC)CC)C.Br[C:38]1[CH:43]=[CH:42][C:41]([C:44]2[C:53]3[C:48](=[CH:49][C:50]([Cl:55])=[C:51]([CH3:54])[CH:52]=3)[O:47][C:46](=[O:56])[C:45]=2[CH2:57][C:58]([NH:60][C:61]2[CH:66]=[CH:65][C:64]([F:67])=[CH:63][C:62]=2[C:68]([F:71])([F:70])[F:69])=[O:59])=[CH:40][CH:39]=1. The catalyst is CO.CN(C=O)C.C([O-])(=O)C.[Pd+2].C([O-])(=O)C. The product is [Cl:55][C:50]1[CH:49]=[C:48]2[C:53]([C:44]([C:41]3[CH:42]=[CH:43][C:38]([C:46]([O:47][CH3:48])=[O:56])=[CH:39][CH:40]=3)=[C:45]([CH2:57][C:58]([NH:60][C:61]3[CH:66]=[CH:65][C:64]([F:67])=[CH:63][C:62]=3[C:68]([F:71])([F:70])[F:69])=[O:59])[C:46](=[O:56])[O:47]2)=[CH:52][C:51]=1[CH3:54]. The yield is 0.490. (3) The reactants are [CH3:1][O:2][C:3]1[CH:8]=[CH:7][CH:6]=[CH:5][C:4]=1[C:9]1[C:17]2[C:12](=[N:13][CH:14]=[C:15]([C:18]3[CH:19]=[C:20]([CH:23]=[CH:24][CH:25]=3)[CH:21]=O)[CH:16]=2)[N:11](COCC[Si](C)(C)C)[N:10]=1.[NH:34]1[CH2:38][CH2:37][CH2:36][CH2:35]1.Cl([O-])(=O)(=O)=O. The catalyst is C(O)(=O)C. The product is [CH3:1][O:2][C:3]1[CH:8]=[CH:7][CH:6]=[CH:5][C:4]=1[C:9]1[C:17]2[C:12](=[N:13][CH:14]=[C:15]([C:18]3[CH:25]=[CH:24][CH:23]=[C:20]([CH2:21][N:34]4[CH2:38][CH2:37][CH2:36][CH2:35]4)[CH:19]=3)[CH:16]=2)[NH:11][N:10]=1. The yield is 0.440. (4) The reactants are [CH3:1][NH:2][C:3]1[N:4]([CH3:14])[N:5]=[C:6]([C:8]2[CH:9]=[N:10][CH:11]=[CH:12][CH:13]=2)[CH:7]=1.[Cl:15]N1C(=O)CCC1=O. The catalyst is C(#N)C. The product is [Cl:15][C:7]1[C:6]([C:8]2[CH:9]=[N:10][CH:11]=[CH:12][CH:13]=2)=[N:5][N:4]([CH3:14])[C:3]=1[NH:2][CH3:1]. The yield is 0.230. (5) The catalyst is CO. The yield is 0.0600. The reactants are [NH2:1][C:2]1([C:6]2[CH:11]=[CH:10][C:9]([C:12]3[N:13]=[C:14]4[C:19]([C:20]5[CH:24]=[CH:23][NH:22][N:21]=5)=[CH:18][C:17]([C:25]([O:27]C)=[O:26])=[N:16][N:15]4[C:29]=3[C:30]3[CH:35]=[CH:34][CH:33]=[CH:32][CH:31]=3)=[CH:8][CH:7]=2)[CH2:5][CH2:4][CH2:3]1.[OH-].[Na+].O.Cl. The product is [NH2:1][C:2]1([C:6]2[CH:11]=[CH:10][C:9]([C:12]3[N:13]=[C:14]4[C:19]([C:20]5[CH:24]=[CH:23][NH:22][N:21]=5)=[CH:18][C:17]([C:25]([OH:27])=[O:26])=[N:16][N:15]4[C:29]=3[C:30]3[CH:31]=[CH:32][CH:33]=[CH:34][CH:35]=3)=[CH:8][CH:7]=2)[CH2:5][CH2:4][CH2:3]1. (6) The reactants are [CH3:1][N:2]([CH3:8])[CH:3]1[CH2:7][CH2:6][NH:5][CH2:4]1.F[C:10]1[CH:15]=[CH:14][C:13]([N+:16]([O-:18])=[O:17])=[CH:12][CH:11]=1.C([O-])([O-])=O.[K+].[K+].O. The catalyst is CN(C=O)C. The product is [CH3:1][N:2]([CH3:8])[CH:3]1[CH2:7][CH2:6][N:5]([C:10]2[CH:15]=[CH:14][C:13]([N+:16]([O-:18])=[O:17])=[CH:12][CH:11]=2)[CH2:4]1. The yield is 0.390. (7) The reactants are [CH3:1][NH:2][CH2:3][CH2:4][C:5]#[C:6][C:7]1[CH:12]=[CH:11][CH:10]=[CH:9][N:8]=1.[Cl:13][C:14]1[CH:19]=[CH:18][CH:17]=[CH:16][C:15]=1[S:20](Cl)(=[O:22])=[O:21]. No catalyst specified. The product is [Cl:13][C:14]1[CH:19]=[CH:18][CH:17]=[CH:16][C:15]=1[S:20]([N:2]([CH3:1])[CH2:3][CH2:4][C:5]#[C:6][C:7]1[CH:12]=[CH:11][CH:10]=[CH:9][N:8]=1)(=[O:22])=[O:21]. The yield is 0.350. (8) The reactants are [F:1][C:2]([F:24])([F:23])[C:3]1[CH:4]=[C:5]([C:13]2[NH:14][C:15](/[CH:18]=[CH:19]\[C:20]([OH:22])=O)=[N:16][N:17]=2)[CH:6]=[C:7]([C:9]([F:12])([F:11])[F:10])[CH:8]=1.Cl.[F:26][C:27]1([F:31])[CH2:30][NH:29][CH2:28]1.Cl.CCN(C(C)C)C(C)C.C1C=CC2N(O)N=NC=2C=1. The catalyst is ClCCl.CO.ClCCl.C(Cl)CCl. The product is [F:11][C:9]([F:10])([F:12])[C:7]1[CH:6]=[C:5]([C:13]2[NH:14][C:15](/[CH:18]=[CH:19]\[C:20]([N:29]3[CH2:30][C:27]([F:31])([F:26])[CH2:28]3)=[O:22])=[N:16][N:17]=2)[CH:4]=[C:3]([C:2]([F:24])([F:23])[F:1])[CH:8]=1. The yield is 0.780.